The task is: Predict the reactants needed to synthesize the given product.. This data is from Full USPTO retrosynthesis dataset with 1.9M reactions from patents (1976-2016). (1) Given the product [CH3:1][O:8][C:9]([C:11]1[CH:20]=[C:19]([OH:21])[C:18]2[C:13](=[C:14]([O:30][CH2:31][C:32]3[CH:37]=[CH:36][CH:35]=[CH:34][CH:33]=3)[C:15]([C:56]#[C:55][CH2:54][NH:53][C:46]([O:48][C:49]([CH3:50])([CH3:51])[CH3:52])=[O:47])=[CH:16][CH:17]=2)[N:12]=1)=[O:10], predict the reactants needed to synthesize it. The reactants are: [CH2:1]([O:8][C:9]([C:11]1[CH:20]=[C:19]([O:21]CC2C=CC=CC=2)[C:18]2[C:13](=[C:14]([O:30][CH2:31][C:32]3[CH:37]=[CH:36][CH:35]=[CH:34][CH:33]=3)[C:15](Br)=[CH:16][CH:17]=2)[N:12]=1)=[O:10])C1C=CC=CC=1.C1(C#C)C=CC=CC=1.[C:46]([NH:53][CH2:54][C:55]#[CH:56])([O:48][C:49]([CH3:52])([CH3:51])[CH3:50])=[O:47]. (2) Given the product [CH3:17][O:18][CH2:19][CH2:20][NH:21][C:2]1[CH:3]=[C:4]([NH:8][C:9]2[CH:14]=[CH:13][C:12]([O:15][CH3:16])=[CH:11][CH:10]=2)[N:5]=[CH:6][N:7]=1, predict the reactants needed to synthesize it. The reactants are: Cl[C:2]1[N:7]=[CH:6][N:5]=[C:4]([NH:8][C:9]2[CH:14]=[CH:13][C:12]([O:15][CH3:16])=[CH:11][CH:10]=2)[CH:3]=1.[CH3:17][O:18][CH2:19][CH2:20][NH2:21].CCN(C(C)C)C(C)C. (3) Given the product [Cl:17][C:10]1[CH:9]=[C:8]([C:18](=[O:20])[CH3:19])[C:7]([N:28]2[CH2:29][CH2:30][CH:26]([O:25][CH3:24])[CH2:27]2)=[C:16]2[C:11]=1[CH:12]=[CH:13][CH:14]=[N:15]2, predict the reactants needed to synthesize it. The reactants are: FC(F)(F)S(O[C:7]1[C:8]([C:18](=[O:20])[CH3:19])=[CH:9][C:10]([Cl:17])=[C:11]2[C:16]=1[N:15]=[CH:14][CH:13]=[CH:12]2)(=O)=O.Cl.[CH3:24][O:25][CH:26]1[CH2:30][CH2:29][NH:28][CH2:27]1.C(=O)([O-])[O-].[Cs+].[Cs+]. (4) Given the product [NH:14]1[C:22]2[C:17](=[CH:18][CH:19]=[CH:20][CH:21]=2)[CH:16]=[C:15]1[C:23]1[C:24]([O:33][CH3:34])=[CH:25][C:26]([O:31][CH3:32])=[C:27](/[CH:28]=[CH:2]/[C:1]([C:4]2[CH:5]=[CH:6][C:7]([S:10]([NH2:13])(=[O:11])=[O:12])=[CH:8][CH:9]=2)=[O:3])[CH:30]=1, predict the reactants needed to synthesize it. The reactants are: [C:1]([C:4]1[CH:9]=[CH:8][C:7]([S:10]([NH2:13])(=[O:12])=[O:11])=[CH:6][CH:5]=1)(=[O:3])[CH3:2].[NH:14]1[C:22]2[C:17](=[CH:18][CH:19]=[CH:20][CH:21]=2)[CH:16]=[C:15]1[C:23]1[C:24]([O:33][CH3:34])=[CH:25][C:26]([O:31][CH3:32])=[C:27]([CH:30]=1)[CH:28]=O. (5) Given the product [CH3:16][N:2]([CH3:1])[CH2:3][CH2:4][CH2:5][C:6]#[C:7][C:8]1[CH:9]=[CH:10][C:11]([N:14]([CH3:15])[S:25]([C:22]2[CH:21]=[CH:20][C:19]([C:18]([F:17])([F:29])[F:30])=[CH:24][CH:23]=2)(=[O:27])=[O:26])=[CH:12][CH:13]=1, predict the reactants needed to synthesize it. The reactants are: [CH3:1][N:2]([CH3:16])[CH2:3][CH2:4][CH2:5][C:6]#[C:7][C:8]1[CH:13]=[CH:12][C:11]([NH:14][CH3:15])=[CH:10][CH:9]=1.[F:17][C:18]([F:30])([F:29])[C:19]1[CH:24]=[CH:23][C:22]([S:25](Cl)(=[O:27])=[O:26])=[CH:21][CH:20]=1. (6) Given the product [CH3:23][O:22][C:18]1[CH:19]=[C:20]2[C:15](=[CH:16][CH:17]=1)[C:14]([CH2:24][N:30]1[CH2:35][CH2:34][CH2:33][CH2:32][CH2:31]1)=[N:13][C:12]([NH:11][C:7]1[CH:8]=[C:9]([CH3:10])[NH:5][N:6]=1)=[CH:21]2, predict the reactants needed to synthesize it. The reactants are: CS([N:5]1[C:9]([CH3:10])=[CH:8][C:7]([NH:11][C:12]2[N:13]=[C:14]([CH2:24]OS(C)(=O)=O)[C:15]3[C:20]([CH:21]=2)=[CH:19][C:18]([O:22][CH3:23])=[CH:17][CH:16]=3)=[N:6]1)(=O)=O.[NH:30]1[CH2:35][CH2:34][CH2:33][CH2:32][CH2:31]1.C([O-])([O-])=O.[K+].[K+]. (7) Given the product [Br:1][C:2]1[CH:3]=[C:4]([CH:8]([CH3:9])[CH2:29][N:26]2[CH2:27][CH2:28][N:23]([C:19]3[CH:18]=[CH:17][CH:16]=[C:38]4[C:20]=3[CH:21]=[CH:22][C:13]([CH3:12])=[N:39]4)[CH2:24][CH2:25]2)[CH:5]=[CH:6][CH:7]=1, predict the reactants needed to synthesize it. The reactants are: [Br:1][C:2]1[CH:3]=[C:4]([CH2:8][C:9](=O)C)[CH:5]=[CH:6][CH:7]=1.[CH3:12][C:13]1[CH:22]=[CH:21][C:20]2C(=[CH:16][CH:17]=[CH:18][C:19]=2[N:23]2[CH2:28][CH2:27][N:26]([CH2:29]CC3C=C(C=CC=3)N)[CH2:25][CH2:24]2)N=1.[C:38]([BH3-])#[N:39].[Na+]. (8) Given the product [CH3:1][C:2]([CH3:7])([CH3:6])[CH2:3][CH2:4][N:8]1[CH2:13][CH2:12][C:11]2([C:22]3[C:17](=[CH:18][CH:19]=[CH:20][CH:21]=3)[C@@H:16]([NH:23][C:24](=[O:26])[CH3:25])[CH2:15][CH2:14]2)[CH2:10][CH2:9]1, predict the reactants needed to synthesize it. The reactants are: [CH3:1][C:2]([CH3:7])([CH3:6])[CH2:3][CH:4]=O.[NH:8]1[CH2:13][CH2:12][C:11]2([C:22]3[C:17](=[CH:18][CH:19]=[CH:20][CH:21]=3)[C@@H:16]([NH:23][C:24](=[O:26])[CH3:25])[CH2:15][CH2:14]2)[CH2:10][CH2:9]1.C(O[BH-](OC(=O)C)OC(=O)C)(=O)C.[Na+].CO.